The task is: Predict the product of the given reaction.. This data is from Forward reaction prediction with 1.9M reactions from USPTO patents (1976-2016). (1) Given the reactants [N:1]1[C:10]2[C:5](=[CH:6][CH:7]=[CH:8][CH:9]=2)[N:4]=[CH:3][C:2]=1[N:11]1[CH2:22][CH2:21][C:14]2([NH:19][C:18](=[O:20])[CH2:17][CH2:16][CH2:15]2)[CH2:13][CH2:12]1.C1COCC1.[CH3:28][C:29]1[CH:36]=[CH:35][C:34]([CH3:37])=[CH:33][C:30]=1[CH2:31]Cl, predict the reaction product. The product is: [CH3:28][C:29]1[CH:36]=[CH:35][C:34]([CH3:37])=[CH:33][C:30]=1[CH2:31][N:19]1[C:14]2([CH2:21][CH2:22][N:11]([C:2]3[CH:3]=[N:4][C:5]4[C:10](=[CH:9][CH:8]=[CH:7][CH:6]=4)[N:1]=3)[CH2:12][CH2:13]2)[CH2:15][CH2:16][CH2:17][C:18]1=[O:20]. (2) Given the reactants [N+:1]1([O-])[C:2]([CH3:7])=[CH:3][CH:4]=[CH:5][CH:6]=1.ICC.[C-:12]#[N:13].[K+], predict the reaction product. The product is: [C:12]([C:4]1[CH:5]=[CH:6][N:1]=[C:2]([CH3:7])[CH:3]=1)#[N:13]. (3) Given the reactants [N+:1]([C:4]1[CH:11]=[CH:10][CH:9]=[CH:8][C:5]=1[CH:6]=O)([O-:3])=[O:2].[NH2:12][C:13]1[CH:17]=[CH:16][NH:15][N:14]=1, predict the reaction product. The product is: [N+:1]([C:4]1[CH:6]([C:5]2[CH:8]=[CH:9][CH:10]=[CH:11][C:4]=2[N+:1]([O-:3])=[O:2])[C:17]2[C:13](=[N:14][NH:15][CH:16]=2)[NH:12][C:5]=1[CH2:8][CH2:9][CH3:10])([O-:3])=[O:2].